This data is from Reaction yield outcomes from USPTO patents with 853,638 reactions. The task is: Predict the reaction yield, written as a fraction of the theoretical maximum amount of product (1.0 means a 100% yield; for example, 0.34 means a 34% yield). (1) The reactants are Cl[C:2]1[C:3]([C:16]2[CH:21]=[CH:20][C:19]([F:22])=[CH:18][CH:17]=2)=[N:4][C:5]2[C:10]([N:11]=1)=[CH:9][C:8]([C:12]([O:14][CH3:15])=[O:13])=[CH:7][CH:6]=2.[CH3:23][C@H:24]([NH2:27])[CH2:25][CH3:26]. The catalyst is CS(C)=O.O. The product is [C@@H:24]([NH:27][C:2]1[C:3]([C:16]2[CH:21]=[CH:20][C:19]([F:22])=[CH:18][CH:17]=2)=[N:4][C:5]2[C:10]([N:11]=1)=[CH:9][C:8]([C:12]([O:14][CH3:15])=[O:13])=[CH:7][CH:6]=2)([CH2:25][CH3:26])[CH3:23]. The yield is 0.630. (2) The reactants are Cl[C:2]1[C:7]([CH:8]=O)=[C:6]([Cl:10])[N:5]=[C:4]([S:11][CH3:12])[N:3]=1.CCN(CC)CC.[F:20][C:21]1[CH:27]=[C:26]([F:28])[CH:25]=[CH:24][C:22]=1[NH2:23].C[O:30][C:31]([CH2:33]P(=O)(OCC(F)(F)F)OCC(F)(F)F)=O. The catalyst is C1COCC1.ClCCl. The product is [Cl:10][C:6]1[C:7]2[CH:8]=[CH:33][C:31](=[O:30])[N:23]([C:22]3[CH:24]=[CH:25][C:26]([F:28])=[CH:27][C:21]=3[F:20])[C:2]=2[N:3]=[C:4]([S:11][CH3:12])[N:5]=1. The yield is 0.520. (3) The reactants are Cl.[CH3:2][O:3][NH2:4].CCN(CC)CC.Br[CH2:13][C:14]1[C:15]([CH3:29])([CH3:28])[NH:16][S:17](=[O:27])(=[O:26])[C:18]=1[C:19]1[CH:24]=[CH:23][C:22]([Cl:25])=[CH:21][CH:20]=1.C([O-])(O)=O.[Na+]. The catalyst is CN(C=O)C. The product is [Cl:25][C:22]1[CH:21]=[CH:20][C:19]([C:18]2[S:17](=[O:27])(=[O:26])[NH:16][C:15]([CH3:29])([CH3:28])[C:14]=2[CH2:13][NH:4][O:3][CH3:2])=[CH:24][CH:23]=1. The yield is 0.430.